This data is from Catalyst prediction with 721,799 reactions and 888 catalyst types from USPTO. The task is: Predict which catalyst facilitates the given reaction. (1) Reactant: [CH2:1]([C:4]1([C:17]([O:19][CH2:20][CH3:21])=[O:18])[CH2:9][CH2:8][N:7](C(OC(C)(C)C)=O)[CH2:6][CH2:5]1)[CH:2]=[CH2:3].[ClH:22].O1CCOCC1. Product: [ClH:22].[CH2:1]([C:4]1([C:17]([O:19][CH2:20][CH3:21])=[O:18])[CH2:9][CH2:8][NH:7][CH2:6][CH2:5]1)[CH:2]=[CH2:3]. The catalyst class is: 12. (2) Reactant: [C:1]([O:5][C:6](=[O:20])[NH:7][CH2:8][CH2:9][N:10]1[C:18]2[C:17](Cl)=[N:16][CH:15]=[N:14][C:13]=2[CH:12]=[CH:11]1)([CH3:4])([CH3:3])[CH3:2].C(=O)([O-])[O-].[K+].[K+].[NH2:27][C:28]1[CH:33]=[CH:32][C:31]([OH:34])=[CH:30][C:29]=1[Cl:35]. Product: [NH2:27][C:28]1[CH:33]=[CH:32][C:31]([O:34][C:17]2[C:18]3[N:10]([CH2:9][CH2:8][NH:7][C:6](=[O:20])[O:5][C:1]([CH3:4])([CH3:3])[CH3:2])[CH:11]=[CH:12][C:13]=3[N:14]=[CH:15][N:16]=2)=[CH:30][C:29]=1[Cl:35]. The catalyst class is: 264. (3) Reactant: [CH3:1][C:2]1[C:7]([CH2:8][O:9][C:10]2[CH:23]=[C:22]([CH:24]=[O:25])[C:13]3[C:14]([CH2:17][C:18]([O:20][CH3:21])=[O:19])=[CH:15][S:16][C:12]=3[CH:11]=2)=[CH:6][CH:5]=[C:4]([CH3:26])[N:3]=1.[BH4-].[Na+]. Product: [CH3:21][O:20][C:18](=[O:19])[CH2:17][C:14]1[C:13]2[C:22]([CH2:24][OH:25])=[CH:23][C:10]([O:9][CH2:8][C:7]3[C:2]([CH3:1])=[N:3][C:4]([CH3:26])=[CH:5][CH:6]=3)=[CH:11][C:12]=2[S:16][CH:15]=1. The catalyst class is: 5. (4) Reactant: C(=O)([O:7][C:8]1[C:20]2[CH2:19][O:18][C:17](=[O:21])[C:16]=2[C:15]([C:22]2[CH:26]=[CH:25][S:24][CH:23]=2)=[C:14]2[C:9]=1[CH:10]=[C:11]([O:29][CH3:30])[C:12]([O:27][CH3:28])=[CH:13]2)OC(C)(C)C.N1CCCCC1.Cl. Product: [OH:7][C:8]1[C:20]2[CH2:19][O:18][C:17](=[O:21])[C:16]=2[C:15]([C:22]2[CH:26]=[CH:25][S:24][CH:23]=2)=[C:14]2[C:9]=1[CH:10]=[C:11]([O:29][CH3:30])[C:12]([O:27][CH3:28])=[CH:13]2. The catalyst class is: 4. (5) Reactant: [NH2:1][CH2:2][CH2:3][CH2:4][C:5]([CH3:9])([CH3:8])[CH2:6][OH:7].[C:10]([O:14][C:15](O[C:15]([O:14][C:10]([CH3:13])([CH3:12])[CH3:11])=[O:16])=[O:16])([CH3:13])([CH3:12])[CH3:11].[OH-].[Na+]. Product: [C:10]([O:14][C:15]([NH:1][CH2:2][CH2:3][CH2:4][C:5]([CH3:9])([CH3:8])[CH2:6][OH:7])=[O:16])([CH3:13])([CH3:12])[CH3:11]. The catalyst class is: 12. (6) Reactant: [C:1]1([CH:7]2[N:21]3[C:22]4[C:14]([C:15]5[C:20]3=[CH:19][CH:18]=[CH:17][C:16]=5[OH:23])=[CH:13][CH:12]=[CH:11][C:10]=4[O:9][CH2:8]2)[CH:6]=[CH:5][CH:4]=[CH:3][CH:2]=1.C(=O)([O-])[O-].[K+].[K+].Br[CH2:31][CH2:32][Cl:33]. Product: [Cl:33][CH2:32][CH2:31][O:23][C:16]1[C:15]2[C:14]3[C:22]4=[C:10]([O:9][CH2:8][CH:7]([C:1]5[CH:2]=[CH:3][CH:4]=[CH:5][CH:6]=5)[N:21]4[C:20]=2[CH:19]=[CH:18][CH:17]=1)[CH:11]=[CH:12][CH:13]=3. The catalyst class is: 3.